Dataset: Forward reaction prediction with 1.9M reactions from USPTO patents (1976-2016). Task: Predict the product of the given reaction. (1) Given the reactants C1(C)C=CC=CC=1.[CH3:8][C:9]([CH3:29])([CH2:27][CH3:28])[C@@H:10]([C:12]1[O:13][C:14]([C:17]2[CH:22]=[CH:21][C:20]([C:23]([F:26])([F:25])[F:24])=[CH:19][CH:18]=2)=[N:15][N:16]=1)[OH:11].[CH:30]1[C:35]([N+:36]([O-:38])=[O:37])=[CH:34][CH:33]=[C:32]([Cl-]C([O-])=O)[CH:31]=1.N1C=CC=CC=1.CC[O:51][C:52](C)=[O:53], predict the reaction product. The product is: [C:52](=[O:51])([O:53][C:32]1[CH:31]=[CH:30][C:35]([N+:36]([O-:38])=[O:37])=[CH:34][CH:33]=1)[O:11][C@H:10]([C:12]1[O:13][C:14]([C:17]2[CH:22]=[CH:21][C:20]([C:23]([F:26])([F:24])[F:25])=[CH:19][CH:18]=2)=[N:15][N:16]=1)[C:9]([CH3:29])([CH3:8])[CH2:27][CH3:28]. (2) Given the reactants [C:1]12([C:11]([OH:13])=O)[CH2:10][CH:5]3[CH2:6][CH:7]([CH2:9][CH:3]([CH2:4]3)[CH2:2]1)[CH2:8]2.[NH2:14][CH2:15][CH2:16][CH:17]([OH:19])[CH3:18].CCN=C=NCCCN(C)C.C1C=CC2N(O)N=NC=2C=1.CCN(C(C)C)C(C)C, predict the reaction product. The product is: [OH:19][CH:17]([CH3:18])[CH2:16][CH2:15][NH:14][C:11]([C:1]12[CH2:10][CH:5]3[CH2:4][CH:3]([CH2:9][CH:7]([CH2:6]3)[CH2:8]1)[CH2:2]2)=[O:13]. (3) Given the reactants [CH3:1][C:2]1([CH3:27])[C:7]([C:8]2[CH:13]=[C:12]([C:14](OC)=[O:15])[CH:11]=[CH:10][C:9]=2[C:18]2[CH:23]=[C:22]([O:24][CH3:25])[CH:21]=[CH:20][C:19]=2[F:26])=[CH:6][CH2:5][CH2:4][CH2:3]1.C1COCC1.[H-].[H-].[H-].[H-].[Li+].[Al+3].[OH-].[Na+], predict the reaction product. The product is: [CH3:1][C:2]1([CH3:27])[C:7]([C:8]2[CH:13]=[C:12]([CH2:14][OH:15])[CH:11]=[CH:10][C:9]=2[C:18]2[CH:23]=[C:22]([O:24][CH3:25])[CH:21]=[CH:20][C:19]=2[F:26])=[CH:6][CH2:5][CH2:4][CH2:3]1.